Dataset: NCI-60 drug combinations with 297,098 pairs across 59 cell lines. Task: Regression. Given two drug SMILES strings and cell line genomic features, predict the synergy score measuring deviation from expected non-interaction effect. (1) Drug 1: C1CC(=O)NC(=O)C1N2CC3=C(C2=O)C=CC=C3N. Drug 2: C1C(C(OC1N2C=NC3=C(N=C(N=C32)Cl)N)CO)O. Cell line: SR. Synergy scores: CSS=24.5, Synergy_ZIP=-6.39, Synergy_Bliss=-4.51, Synergy_Loewe=2.78, Synergy_HSA=3.00. (2) Drug 1: C1=C(C(=O)NC(=O)N1)N(CCCl)CCCl. Drug 2: CN1C(=O)N2C=NC(=C2N=N1)C(=O)N. Cell line: SN12C. Synergy scores: CSS=38.6, Synergy_ZIP=2.23, Synergy_Bliss=4.57, Synergy_Loewe=-5.96, Synergy_HSA=4.88. (3) Drug 2: CCC(=C(C1=CC=CC=C1)C2=CC=C(C=C2)OCCN(C)C)C3=CC=CC=C3.C(C(=O)O)C(CC(=O)O)(C(=O)O)O. Synergy scores: CSS=50.6, Synergy_ZIP=2.87, Synergy_Bliss=3.63, Synergy_Loewe=7.09, Synergy_HSA=7.16. Cell line: KM12. Drug 1: CC(C1=C(C=CC(=C1Cl)F)Cl)OC2=C(N=CC(=C2)C3=CN(N=C3)C4CCNCC4)N. (4) Drug 1: C1=CC(=C2C(=C1NCCNCCO)C(=O)C3=C(C=CC(=C3C2=O)O)O)NCCNCCO. Drug 2: CC1CCC2CC(C(=CC=CC=CC(CC(C(=O)C(C(C(=CC(C(=O)CC(OC(=O)C3CCCCN3C(=O)C(=O)C1(O2)O)C(C)CC4CCC(C(C4)OC)OCCO)C)C)O)OC)C)C)C)OC. Cell line: SF-268. Synergy scores: CSS=51.7, Synergy_ZIP=4.19, Synergy_Bliss=4.08, Synergy_Loewe=7.30, Synergy_HSA=10.3. (5) Drug 1: C1=NC(=NC(=O)N1C2C(C(C(O2)CO)O)O)N. Drug 2: COC1=C2C(=CC3=C1OC=C3)C=CC(=O)O2. Cell line: MALME-3M. Synergy scores: CSS=10.5, Synergy_ZIP=-3.30, Synergy_Bliss=-2.54, Synergy_Loewe=-7.62, Synergy_HSA=-3.04. (6) Drug 1: CC1=C(C(=CC=C1)Cl)NC(=O)C2=CN=C(S2)NC3=CC(=NC(=N3)C)N4CCN(CC4)CCO. Drug 2: N.N.Cl[Pt+2]Cl. Cell line: HT29. Synergy scores: CSS=34.0, Synergy_ZIP=-4.80, Synergy_Bliss=-2.36, Synergy_Loewe=-2.78, Synergy_HSA=-0.338. (7) Drug 1: C1CC(C1)(C(=O)O)C(=O)O.[NH2-].[NH2-].[Pt+2]. Drug 2: CC1=C(C(=CC=C1)Cl)NC(=O)C2=CN=C(S2)NC3=CC(=NC(=N3)C)N4CCN(CC4)CCO. Cell line: UO-31. Synergy scores: CSS=7.62, Synergy_ZIP=-2.57, Synergy_Bliss=-0.598, Synergy_Loewe=-2.08, Synergy_HSA=-1.49.